This data is from Forward reaction prediction with 1.9M reactions from USPTO patents (1976-2016). The task is: Predict the product of the given reaction. (1) Given the reactants [C:1]([O:5][CH2:6][C@@H:7]([NH:10][C:11](=[O:20])[O:12][CH2:13][C:14]1[CH:19]=[CH:18][CH:17]=[CH:16][CH:15]=1)[CH2:8][OH:9])([CH3:4])([CH3:3])[CH3:2].[H-].[Na+].Br[CH2:24][C:25]1[CH:34]=[CH:33][CH:32]=[CH:31][C:26]=1[C:27]([O:29][CH3:30])=[O:28].O, predict the reaction product. The product is: [CH2:13]([O:12][C:11]([NH:10][C@H:7]([CH2:6][O:5][C:1]([CH3:4])([CH3:2])[CH3:3])[CH2:8][O:9][CH2:24][C:25]1[CH:34]=[CH:33][CH:32]=[CH:31][C:26]=1[C:27]([O:29][CH3:30])=[O:28])=[O:20])[C:14]1[CH:19]=[CH:18][CH:17]=[CH:16][CH:15]=1. (2) Given the reactants [F:1][C@@H:2]1[CH2:6][CH2:5][N:4]([C:7]2[C:12]([CH2:13]O)=[CH:11][CH:10]=[CH:9][N:8]=2)[CH2:3]1.O=S(Cl)[Cl:17], predict the reaction product. The product is: [Cl:17][CH2:13][C:12]1[C:7]([N:4]2[CH2:5][CH2:6][C@@H:2]([F:1])[CH2:3]2)=[N:8][CH:9]=[CH:10][CH:11]=1. (3) Given the reactants [CH2:1]([O:3][C:4]1[CH:9]=[CH:8][C:7]([CH2:10][CH2:11][CH2:12]O)=[C:6]([F:14])[C:5]=1[F:15])[CH3:2].C1(P(C2C=CC=CC=2)C2C=CC=CC=2)C=CC=CC=1.C(Br)(Br)(Br)[Br:36].C(=O)([O-])O.[Na+], predict the reaction product. The product is: [CH2:1]([O:3][C:4]1[CH:9]=[CH:8][C:7]([CH2:10][CH2:11][CH2:12][Br:36])=[C:6]([F:14])[C:5]=1[F:15])[CH3:2]. (4) Given the reactants Cl[C:2]1[N:7]=[CH:6][CH:5]=[CH:4][N:3]=1.[CH2:8]([O:10][C:11]([N:13]1[CH2:18][CH2:17][CH:16]([NH2:19])[CH2:15][CH2:14]1)=[O:12])[CH3:9], predict the reaction product. The product is: [CH2:8]([O:10][C:11]([N:13]1[CH2:14][CH2:15][CH:16]([NH:19][C:2]2[N:7]=[CH:6][CH:5]=[CH:4][N:3]=2)[CH2:17][CH2:18]1)=[O:12])[CH3:9]. (5) Given the reactants [F:1][C:2]1[CH:3]=[C:4]([C@H:8]2[CH2:12][CH2:11][CH2:10][N:9]2[C:13]2[CH:14]=[CH:15][C:16]3[N:17]([C:19]([C:22]4[N:27]=[C:26](O)[CH:25]=[CH:24][CH:23]=4)=[CH:20][N:21]=3)[N:18]=2)[CH:5]=[CH:6][CH:7]=1.P(Br)(Br)[Br:30], predict the reaction product. The product is: [Br:30][C:26]1[N:27]=[C:22]([C:19]2[N:17]3[N:18]=[C:13]([N:9]4[CH2:10][CH2:11][CH2:12][C@@H:8]4[C:4]4[CH:5]=[CH:6][CH:7]=[C:2]([F:1])[CH:3]=4)[CH:14]=[CH:15][C:16]3=[N:21][CH:20]=2)[CH:23]=[CH:24][CH:25]=1. (6) Given the reactants [CH:1]1([N:4]([CH2:32][C:33]2[CH:34]=[C:35]([CH:48]=[C:49]([CH2:51][CH2:52][CH2:53][O:54][CH3:55])[CH:50]=2)[O:36][CH2:37][C:38]2[CH:47]=[CH:46][C:41]([C:42]([O:44]C)=[O:43])=[CH:40][CH:39]=2)[C:5]([C@@H:7]2[C@@H:12]([C:13]3[CH:18]=[CH:17][C:16]([O:19][CH2:20][CH2:21][O:22][C:23]4[C:28]([Cl:29])=[CH:27][C:26]([CH3:30])=[CH:25][C:24]=4[Cl:31])=[CH:15][CH:14]=3)[CH2:11][CH2:10][NH:9][CH2:8]2)=[O:6])[CH2:3][CH2:2]1.[OH-].[Na+], predict the reaction product. The product is: [CH:1]1([N:4]([CH2:32][C:33]2[CH:34]=[C:35]([CH:48]=[C:49]([CH2:51][CH2:52][CH2:53][O:54][CH3:55])[CH:50]=2)[O:36][CH2:37][C:38]2[CH:47]=[CH:46][C:41]([C:42]([OH:44])=[O:43])=[CH:40][CH:39]=2)[C:5]([C@@H:7]2[C@@H:12]([C:13]3[CH:14]=[CH:15][C:16]([O:19][CH2:20][CH2:21][O:22][C:23]4[C:28]([Cl:29])=[CH:27][C:26]([CH3:30])=[CH:25][C:24]=4[Cl:31])=[CH:17][CH:18]=3)[CH2:11][CH2:10][NH:9][CH2:8]2)=[O:6])[CH2:3][CH2:2]1. (7) Given the reactants C(OC(=O)[NH:7][CH2:8][C:9]1[CH:14]=[CH:13][C:12]([C:15](=[O:42])[NH:16][CH2:17][C:18]2[CH:23]=[CH:22][C:21]([O:24][CH2:25][C:26]([N:28]3[CH2:32][C:31](=[O:33])[C@H:30]([O:34][Si](C(C)(C)C)(C)C)[CH2:29]3)=[O:27])=[CH:20][CH:19]=2)=[CH:11][CH:10]=1)(C)(C)C.Cl, predict the reaction product. The product is: [NH2:7][CH2:8][C:9]1[CH:14]=[CH:13][C:12]([C:15]([NH:16][CH2:17][C:18]2[CH:19]=[CH:20][C:21]([O:24][CH2:25][C:26]([N:28]3[CH2:29][C:30](=[O:34])[C@H:31]([OH:33])[CH2:32]3)=[O:27])=[CH:22][CH:23]=2)=[O:42])=[CH:11][CH:10]=1. (8) The product is: [CH:17]1([CH:15]([C:11]2[C:12]([CH3:14])=[CH:13][N:9]([C:6]3[CH:5]=[CH:4][C:3]([O:2][CH3:1])=[CH:8][CH:7]=3)[N:10]=2)[OH:16])[CH2:22][CH2:21][CH2:20][CH2:19][CH2:18]1. Given the reactants [CH3:1][O:2][C:3]1[CH:8]=[CH:7][C:6]([N:9]2[CH:13]=[C:12]([CH3:14])[C:11]([CH:15]=[O:16])=[N:10]2)=[CH:5][CH:4]=1.[CH:17]1([Mg]Br)[CH2:22][CH2:21][CH2:20][CH2:19][CH2:18]1, predict the reaction product.